This data is from Catalyst prediction with 721,799 reactions and 888 catalyst types from USPTO. The task is: Predict which catalyst facilitates the given reaction. (1) Reactant: [NH2:1][CH2:2][C@H:3]1[CH2:8][CH2:7][C@H:6]([NH:9][C:10]2[CH:15]=[C:14]([C:16]3[CH:21]=[CH:20][CH:19]=[C:18](F)[N:17]=3)[C:13]([Cl:23])=[CH:12][N:11]=2)[CH2:5][CH2:4]1.[F:24][C:25]1[CH:26]=[C:27]([CH2:31][NH2:32])[CH:28]=[CH:29][CH:30]=1. Product: [NH2:1][CH2:2][C@H:3]1[CH2:8][CH2:7][C@H:6]([NH:9][C:10]2[CH:15]=[C:14]([C:16]3[CH:21]=[CH:20][CH:19]=[C:18]([NH:32][CH2:31][C:27]4[CH:28]=[CH:29][CH:30]=[C:25]([F:24])[CH:26]=4)[N:17]=3)[C:13]([Cl:23])=[CH:12][N:11]=2)[CH2:5][CH2:4]1. The catalyst class is: 16. (2) Reactant: [CH2:1]([O:8][C:9]1[CH:31]=[CH:30][C:29]([C:32](=O)[CH2:33]Br)=[CH:28][C:10]=1[C:11]([NH:13][C:14]1[CH:19]=[C:18]([C:20]([F:23])([F:22])[F:21])[CH:17]=[C:16]([C:24]([F:27])([F:26])[F:25])[CH:15]=1)=[O:12])[C:2]1[CH:7]=[CH:6][CH:5]=[CH:4][CH:3]=1.[C:36]([NH2:39])(=[S:38])[CH3:37].C(=O)([O-])O.[Na+].C(O)C. Product: [CH2:1]([O:8][C:9]1[CH:31]=[CH:30][C:29]([C:32]2[N:39]=[C:36]([CH3:37])[S:38][CH:33]=2)=[CH:28][C:10]=1[C:11]([NH:13][C:14]1[CH:19]=[C:18]([C:20]([F:22])([F:23])[F:21])[CH:17]=[C:16]([C:24]([F:27])([F:25])[F:26])[CH:15]=1)=[O:12])[C:2]1[CH:7]=[CH:6][CH:5]=[CH:4][CH:3]=1. The catalyst class is: 6.